Task: Predict the product of the given reaction.. Dataset: Forward reaction prediction with 1.9M reactions from USPTO patents (1976-2016) (1) The product is: [Cl:1][C:2]1[CH:3]=[C:4]([CH:14]=[CH:15][C:16]=1[Cl:17])[CH2:5][N:6]1[CH2:11][CH2:10][O:9][CH:8]([CH2:12][NH:13][C:31](=[O:32])[CH2:30][C:20]2[N:21]=[C:22]([C:24]3[CH:29]=[CH:28][CH:27]=[CH:26][CH:25]=3)[O:23][C:19]=2[CH3:18])[CH2:7]1. Given the reactants [Cl:1][C:2]1[CH:3]=[C:4]([CH:14]=[CH:15][C:16]=1[Cl:17])[CH2:5][N:6]1[CH2:11][CH2:10][O:9][CH:8]([CH2:12][NH2:13])[CH2:7]1.[CH3:18][C:19]1[O:23][C:22]([C:24]2[CH:29]=[CH:28][CH:27]=[CH:26][CH:25]=2)=[N:21][C:20]=1[CH2:30][C:31](O)=[O:32], predict the reaction product. (2) Given the reactants C(O[C:6]([NH:8][CH2:9][CH2:10][O:11][C:12]1[CH:17]=[CH:16][C:15]([CH2:18][C@H:19]([O:29][C:30]2[CH:35]=[CH:34][C:33]([CH:36]([CH3:38])[CH3:37])=[CH:32][CH:31]=2)[C:20]([O:22][CH2:23][CH2:24][Si:25]([CH3:28])([CH3:27])[CH3:26])=[O:21])=[CH:14][CH:13]=1)=[O:7])(C)(C)C.[N:39]1[CH:44]=[CH:43][CH:42]=[CH:41][C:40]=1[C:45]1[CH:53]=[CH:52][C:48](C(O)=O)=[CH:47][CH:46]=1.C(P(=O)(OCC)OCC)#N, predict the reaction product. The product is: [CH:36]([C:33]1[CH:32]=[CH:31][C:30]([O:29][C@@H:19]([CH2:18][C:15]2[CH:16]=[CH:17][C:12]([O:11][CH2:10][CH2:9][NH:8][C:6](=[O:7])[C:48]3[CH:47]=[CH:46][C:45]([C:40]4[CH:41]=[CH:42][CH:43]=[CH:44][N:39]=4)=[CH:53][CH:52]=3)=[CH:13][CH:14]=2)[C:20]([O:22][CH2:23][CH2:24][Si:25]([CH3:28])([CH3:27])[CH3:26])=[O:21])=[CH:35][CH:34]=1)([CH3:37])[CH3:38].